From a dataset of Peptide-MHC class I binding affinity with 185,985 pairs from IEDB/IMGT. Regression. Given a peptide amino acid sequence and an MHC pseudo amino acid sequence, predict their binding affinity value. This is MHC class I binding data. (1) The binding affinity (normalized) is 0.298. The peptide sequence is FTSAICSVVR. The MHC is HLA-A03:01 with pseudo-sequence HLA-A03:01. (2) The peptide sequence is FLPSDYFPSV. The MHC is Patr-B1301 with pseudo-sequence Patr-B1301. The binding affinity (normalized) is 0.298. (3) The peptide sequence is YTPKYPNL. The MHC is H-2-Kb with pseudo-sequence H-2-Kb. The binding affinity (normalized) is 0.629. (4) The peptide sequence is VEIFKHLVF. The MHC is HLA-B27:05 with pseudo-sequence HLA-B27:05. The binding affinity (normalized) is 0.0847. (5) The peptide sequence is LTAVCMKCFK. The MHC is HLA-A31:01 with pseudo-sequence HLA-A31:01. The binding affinity (normalized) is 0.662.